From a dataset of Reaction yield outcomes from USPTO patents with 853,638 reactions. Predict the reaction yield, written as a fraction of the theoretical maximum amount of product (1.0 means a 100% yield; for example, 0.34 means a 34% yield). (1) The reactants are O[CH2:2][C:3]([NH:6][C:7](=[O:22])[C:8]1[C:13]([O:14][CH3:15])=[CH:12][C:11]([C:16]([F:19])([F:18])[F:17])=[CH:10][C:9]=1[O:20][CH3:21])([CH3:5])[CH3:4].S(Cl)(Cl)=O.C(=O)([O-])[O-].[Na+].[Na+]. The catalyst is ClCCl.O. The product is [CH3:21][O:20][C:9]1[CH:10]=[C:11]([C:16]([F:19])([F:18])[F:17])[CH:12]=[C:13]([O:14][CH3:15])[C:8]=1[C:7]1[O:22][CH2:4][C:3]([CH3:2])([CH3:5])[N:6]=1. The yield is 0.898. (2) The reactants are C(NC(C)C)(C)C.C([Li])CCC.C(=O)=O.CC(C)=O.[F:20][C:21]1[C:22]([C:27]#[N:28])=[N:23][CH:24]=[CH:25][CH:26]=1.[Li+].CC([N-]C(C)C)C.[I:37]I. The catalyst is C1COCC1.C(Cl)Cl. The product is [F:20][C:21]1[C:22]([C:27]#[N:28])=[N:23][CH:24]=[CH:25][C:26]=1[I:37]. The yield is 0.552. (3) The yield is 0.900. The reactants are [CH3:1][C:2]1([CH3:14])[CH2:6][CH2:5][CH2:4][C:3]1([C:8]1[N:12]([CH3:13])[N:11]=[CH:10][CH:9]=1)O.O.C1(C)C=CC(S(O)(=O)=O)=CC=1. The product is [CH3:1][C:2]1([CH3:14])[C:3]([C:8]2[N:12]([CH3:13])[N:11]=[CH:10][CH:9]=2)=[CH:4][CH2:5][CH2:6]1. The catalyst is C1(C)C=CC=CC=1. (4) The reactants are Cl[C:2]1[N:11]=[C:10]([N:12]2[CH2:17][CH2:16][O:15][CH2:14][CH2:13]2)[C:9]2[C:4](=[CH:5][C:6]([C:18]3[O:19][C:20]([CH3:23])=[CH:21][CH:22]=3)=[CH:7][CH:8]=2)[N:3]=1.[CH3:24][N:25]([CH3:53])[C:26](=[O:52])[C:27]1[CH:32]=[CH:31][C:30]([NH:33][C:34]([NH:36][C:37]2[CH:42]=[CH:41][C:40](B3OC(C)(C)C(C)(C)O3)=[CH:39][CH:38]=2)=[O:35])=[CH:29][CH:28]=1.C(=O)([O-])[O-].[Na+].[Na+].C1(C)C=CC=CC=1. The catalyst is O.CCO. The product is [CH3:24][N:25]([CH3:53])[C:26](=[O:52])[C:27]1[CH:32]=[CH:31][C:30]([NH:33][C:34]([NH:36][C:37]2[CH:38]=[CH:39][C:40]([C:2]3[N:11]=[C:10]([N:12]4[CH2:17][CH2:16][O:15][CH2:14][CH2:13]4)[C:9]4[C:4](=[CH:5][C:6]([C:18]5[O:19][C:20]([CH3:23])=[CH:21][CH:22]=5)=[CH:7][CH:8]=4)[N:3]=3)=[CH:41][CH:42]=2)=[O:35])=[CH:29][CH:28]=1. The yield is 0.270.